Predict the product of the given reaction. From a dataset of Forward reaction prediction with 1.9M reactions from USPTO patents (1976-2016). (1) Given the reactants COC(=O)C(O)=CC(=O)N(CC1C=CC(Cl)=C(Cl)C=1)C.C=O.[NH2:23][CH2:24][CH2:25][C:26]([OH:28])=[O:27].[Cl:29][C:30]1[CH:31]=[C:32]([CH:46]=[CH:47][C:48]=1[Cl:49])[CH2:33][N:34]([CH3:45])[C:35]([C:37]1[CH2:38]N(C)[C:40](=[O:43])[C:41]=1[OH:42])=[O:36], predict the reaction product. The product is: [Cl:29][C:30]1[CH:31]=[C:32]([CH:46]=[CH:47][C:48]=1[Cl:49])[CH2:33][N:34]([CH3:45])[C:35]([C:37]1[CH2:38][N:23]([CH2:24][CH2:25][C:26]([OH:28])=[O:27])[C:40](=[O:43])[C:41]=1[OH:42])=[O:36]. (2) Given the reactants N[C:2]1[C:11]2[CH2:10][CH2:9][CH2:8][CH2:7][C:6]=2[N:5]=[CH:4][CH:3]=1.[Br:12]Br.N([O-])=O.[Na+].[OH-].[Na+], predict the reaction product. The product is: [Br:12][C:2]1[C:11]2[CH2:10][CH2:9][CH2:8][CH2:7][C:6]=2[N:5]=[CH:4][CH:3]=1. (3) Given the reactants C(O)(C(F)(F)F)=O.C(OC([N:15]1[CH2:20][CH2:19][N:18]([CH2:21][C:22]2[C:23]([C:44]3[CH:49]=[CH:48][CH:47]=[CH:46][CH:45]=3)=[N:24][C:25]3[C:30]([C:31]=2[C:32](=[O:42])[NH:33][C@H:34]([CH:36]2[CH2:41][CH2:40][CH2:39][CH2:38][CH2:37]2)[CH3:35])=[CH:29][C:28]([F:43])=[CH:27][CH:26]=3)[CH2:17][CH2:16]1)=O)(C)(C)C, predict the reaction product. The product is: [CH:36]1([C@@H:34]([NH:33][C:32]([C:31]2[C:30]3[C:25](=[CH:26][CH:27]=[C:28]([F:43])[CH:29]=3)[N:24]=[C:23]([C:44]3[CH:45]=[CH:46][CH:47]=[CH:48][CH:49]=3)[C:22]=2[CH2:21][N:18]2[CH2:17][CH2:16][NH:15][CH2:20][CH2:19]2)=[O:42])[CH3:35])[CH2:41][CH2:40][CH2:39][CH2:38][CH2:37]1. (4) Given the reactants C[O:2][C:3]([C:5]1[N:6]=[C:7](Br)[S:8][C:9]=1[C:10]1[CH:11]=[C:12]([CH3:16])[CH:13]=[CH:14][CH:15]=1)=[O:4].[CH3:18][OH:19], predict the reaction product. The product is: [CH3:18][O:19][C:7]1[S:8][C:9]([C:10]2[CH:11]=[C:12]([CH3:16])[CH:13]=[CH:14][CH:15]=2)=[C:5]([C:3]([OH:2])=[O:4])[N:6]=1. (5) Given the reactants [NH2:1][C:2]1[CH:22]=[CH:21][C:5]([C:6]([NH:8][CH:9]([CH3:20])[C:10]([N:12]2[CH2:16][CH2:15][CH2:14][CH:13]2[C:17]([OH:19])=O)=[O:11])=[O:7])=[CH:4][C:3]=1[Cl:23].C(OC(=O)[NH:29][CH:30]1[CH2:34][C:33](=[O:35])[O:32][CH:31]1[O:36][CH:37]([CH3:39])[CH3:38])C=C.O=C1OC(OCCC2C=CC=CC=2)C(NC(C2CCCN2C(=O)C(NC(=O)C2C=CC(N)=C(Cl)C=2)C)=O)C1, predict the reaction product. The product is: [CH:37]([O:36][CH:31]1[CH:30]([NH:29][C:17]([CH:13]2[CH2:14][CH2:15][CH2:16][N:12]2[C:10](=[O:11])[CH:9]([NH:8][C:6](=[O:7])[C:5]2[CH:21]=[CH:22][C:2]([NH2:1])=[C:3]([Cl:23])[CH:4]=2)[CH3:20])=[O:19])[CH2:34][C:33](=[O:35])[O:32]1)([CH3:39])[CH3:38]. (6) Given the reactants [F:1][C:2]1[CH:3]=[C:4]([CH:45]=[CH:46][CH:47]=1)[CH2:5][N:6]1[C:10]([CH3:11])=[C:9]([C:12]2[C:20]3[C:15](=[N:16][CH:17]=[C:18]([C:21]4[CH:22]=[CH:23][C:24]([O:32][CH3:33])=[C:25]([NH:27][S:28]([CH3:31])(=[O:30])=[O:29])[CH:26]=4)[CH:19]=3)[N:14](S(C3C=CC(C)=CC=3)(=O)=O)[CH:13]=2)[C:8]([CH3:44])=[N:7]1.[OH-].[Li+], predict the reaction product. The product is: [F:1][C:2]1[CH:3]=[C:4]([CH:45]=[CH:46][CH:47]=1)[CH2:5][N:6]1[C:10]([CH3:11])=[C:9]([C:12]2[C:20]3[C:15](=[N:16][CH:17]=[C:18]([C:21]4[CH:22]=[CH:23][C:24]([O:32][CH3:33])=[C:25]([NH:27][S:28]([CH3:31])(=[O:30])=[O:29])[CH:26]=4)[CH:19]=3)[NH:14][CH:13]=2)[C:8]([CH3:44])=[N:7]1. (7) Given the reactants [Cl:1][C:2]1[CH:7]=[CH:6][C:5]([C:8](=O)[CH2:9][S:10][C:11]#[N:12])=[CH:4][C:3]=1[F:14].[BrH:15], predict the reaction product. The product is: [Br:15][C:11]1[S:10][CH:9]=[C:8]([C:5]2[CH:6]=[CH:7][C:2]([Cl:1])=[C:3]([F:14])[CH:4]=2)[N:12]=1.